This data is from CYP2D6 inhibition data for predicting drug metabolism from PubChem BioAssay. The task is: Regression/Classification. Given a drug SMILES string, predict its absorption, distribution, metabolism, or excretion properties. Task type varies by dataset: regression for continuous measurements (e.g., permeability, clearance, half-life) or binary classification for categorical outcomes (e.g., BBB penetration, CYP inhibition). Dataset: cyp2d6_veith. (1) The drug is CCNC(=S)NNC(=O)c1cccc(Br)c1. The result is 0 (non-inhibitor). (2) The molecule is CN1CCC(=NNC(=O)CSCc2ccccc2)CC1. The result is 0 (non-inhibitor). (3) The compound is CS(=O)(=O)N1CCC2(CC1)CN(c1ccccc1)C2. The result is 1 (inhibitor). (4) The drug is C=C(NC(=O)C(=C)NC(=O)c1csc(C2=N[C@@H]3c4csc(n4)[C@@H]4NC(=O)c5csc(n5)[C@@H]([C@](C)(O)[C@H](C)O)NC(=O)[C@@H]5CSC(=N5)/C(=C/C)NC(=O)[C@@H]([C@H](C)O)NC(=O)c5csc(n5)[C@]3(CC2)NC(=O)[C@@H](C)NC(=O)C(=C)NC(=O)[C@@H](C)NC(=O)[C@@H]([C@@H](C)CC)N[C@H]2C=Cc3c([C@H](C)O)cc(nc3[C@@H]2O)C(=O)O[C@H]4C)n1)C(N)=O. The result is 0 (non-inhibitor). (5) The compound is CCC(C)NC(=O)C1c2cc(OC)c(OC)cc2C(=O)N(C)C1c1cccs1. The result is 0 (non-inhibitor). (6) The compound is CS(=O)(=O)Nc1cccc(-c2nc(N3CCOCC3)c3ccccc3n2)c1. The result is 0 (non-inhibitor). (7) The drug is COc1cc(N)c(Cl)cc1C(=O)N[C@H]1CCN(CCCOc2ccc(F)cc2)C[C@H]1OC. The result is 1 (inhibitor).